From a dataset of NCI-60 drug combinations with 297,098 pairs across 59 cell lines. Regression. Given two drug SMILES strings and cell line genomic features, predict the synergy score measuring deviation from expected non-interaction effect. Cell line: SR. Synergy scores: CSS=74.4, Synergy_ZIP=-3.08, Synergy_Bliss=-5.99, Synergy_Loewe=-5.81, Synergy_HSA=-2.22. Drug 2: C1=NC2=C(N1)C(=S)N=CN2. Drug 1: COC1=CC(=CC(=C1O)OC)C2C3C(COC3=O)C(C4=CC5=C(C=C24)OCO5)OC6C(C(C7C(O6)COC(O7)C8=CC=CS8)O)O.